This data is from Forward reaction prediction with 1.9M reactions from USPTO patents (1976-2016). The task is: Predict the product of the given reaction. (1) Given the reactants Br[C:2]1[CH:3]=[C:4]([NH:24][CH2:25][CH2:26][C:27]([F:30])([F:29])[F:28])[C:5]2[N:9]=[CH:8][N:7]([C:10]3[CH:21]=[CH:20][C:13]([C:14]([NH:16][CH:17]4[CH2:19][CH2:18]4)=[O:15])=[C:12]([CH3:22])[CH:11]=3)[C:6]=2[CH:23]=1.[N:31]1[CH:36]=[CH:35][C:34](B(O)O)=[CH:33][CH:32]=1.C(=O)([O-])[O-].[K+].[K+], predict the reaction product. The product is: [CH:17]1([NH:16][C:14](=[O:15])[C:13]2[CH:20]=[CH:21][C:10]([N:7]3[C:6]4[CH:23]=[C:2]([C:34]5[CH:35]=[CH:36][N:31]=[CH:32][CH:33]=5)[CH:3]=[C:4]([NH:24][CH2:25][CH2:26][C:27]([F:30])([F:29])[F:28])[C:5]=4[N:9]=[CH:8]3)=[CH:11][C:12]=2[CH3:22])[CH2:19][CH2:18]1. (2) Given the reactants [O:1]=[S:2]([Cl:4])Cl.[Cl:5][C:6]1[C:7]([F:16])=[CH:8][C:9]([N+:13]([O-:15])=[O:14])=[C:10]([CH:12]=1)N.N([O-])=[O:18].[Na+].Cl, predict the reaction product. The product is: [Cl:5][C:6]1[C:7]([F:16])=[CH:8][C:9]([N+:13]([O-:15])=[O:14])=[C:10]([S:2]([Cl:4])(=[O:1])=[O:18])[CH:12]=1. (3) Given the reactants [OH-].[Na+].[Cl:3][C:4]1[CH:5]=[C:6]([CH:22]=[C:23]([Cl:25])[CH:24]=1)[O:7][C:8]1[C:9]([CH2:20][CH3:21])=[N:10][N:11]([CH2:15][C:16]([O:18]C)=[O:17])[C:12]=1[CH2:13][CH3:14], predict the reaction product. The product is: [Cl:3][C:4]1[CH:5]=[C:6]([CH:22]=[C:23]([Cl:25])[CH:24]=1)[O:7][C:8]1[C:9]([CH2:20][CH3:21])=[N:10][N:11]([CH2:15][C:16]([OH:18])=[O:17])[C:12]=1[CH2:13][CH3:14]. (4) The product is: [CH3:1][O:2][C:3](=[O:47])[CH2:4][C@H:5]([OH:46])[CH2:6][C@H:7]([OH:45])[CH2:8][CH2:9][C:10]1[N:11]([CH:42]([CH3:44])[CH3:43])[C:12]([C:29](=[O:41])[NH:30][C:31]2[CH:32]=[CH:33][C:34]([S:37](=[O:39])(=[O:40])[NH2:38])=[CH:35][CH:36]=2)=[C:13]([C:22]2[CH:27]=[CH:26][C:25]([F:28])=[CH:24][CH:23]=2)[C:14]=1[C:15]1[CH:20]=[CH:19][C:18]([F:21])=[CH:17][CH:16]=1. Given the reactants [CH3:1][O:2][C:3](=[O:47])[CH2:4][C@H:5]([OH:46])[CH2:6][C@H:7]([OH:45])[CH:8]=[CH:9][C:10]1[N:11]([CH:42]([CH3:44])[CH3:43])[C:12]([C:29](=[O:41])[NH:30][C:31]2[CH:36]=[CH:35][C:34]([S:37](=[O:40])(=[O:39])[NH2:38])=[CH:33][CH:32]=2)=[C:13]([C:22]2[CH:27]=[CH:26][C:25]([F:28])=[CH:24][CH:23]=2)[C:14]=1[C:15]1[CH:20]=[CH:19][C:18]([F:21])=[CH:17][CH:16]=1, predict the reaction product. (5) Given the reactants [N+:1]([C:4]1[O:8][C:7]([C:9](Cl)=[O:10])=[CH:6][CH:5]=1)([O-:3])=[O:2].[N:12]1([C:18]2[CH:24]=[CH:23][CH:22]=[CH:21][C:19]=2[NH2:20])[CH2:17][CH2:16][CH2:15][CH2:14][CH2:13]1, predict the reaction product. The product is: [N:12]1([C:18]2[CH:24]=[CH:23][CH:22]=[CH:21][C:19]=2[NH:20][C:9]([C:7]2[O:8][C:4]([N+:1]([O-:3])=[O:2])=[CH:5][CH:6]=2)=[O:10])[CH2:17][CH2:16][CH2:15][CH2:14][CH2:13]1. (6) The product is: [ClH:50].[C:15]([C:19]1[CH:20]=[C:21]([C:28]2[CH:29]=[N:30][C:31]([C:34]([F:37])([F:35])[F:36])=[CH:32][CH:33]=2)[C:22]([OH:27])=[C:23]([CH:26]=1)[CH2:24][N:44]1[CH2:45][CH2:46][N:41]([C:38](=[O:40])[CH3:39])[CH2:42][CH2:43]1)([CH3:18])([CH3:16])[CH3:17]. Given the reactants C(O[BH-](OC(=O)C)OC(=O)C)(=O)C.[Na+].[C:15]([C:19]1[CH:20]=[C:21]([C:28]2[CH:29]=[N:30][C:31]([C:34]([F:37])([F:36])[F:35])=[CH:32][CH:33]=2)[C:22]([OH:27])=[C:23]([CH:26]=1)[CH:24]=O)([CH3:18])([CH3:17])[CH3:16].[C:38]([N:41]1[CH2:46][CH2:45][NH:44][CH2:43][CH2:42]1)(=[O:40])[CH3:39].C(O)C.[ClH:50], predict the reaction product. (7) Given the reactants [NH2:1][C:2]1[C:7]([C:8]2[S:9][C:10]3[CH:16]=[CH:15][C:14]([C:17]([OH:19])=O)=[CH:13][C:11]=3[CH:12]=2)=[CH:6][CH:5]=[CH:4][N:3]=1.[F:20][C:21]1[CH:27]=[CH:26][C:25]([CH3:28])=[CH:24][C:22]=1[NH2:23].CCN=C=NCCCN(C)C.Cl, predict the reaction product. The product is: [NH2:1][C:2]1[C:7]([C:8]2[S:9][C:10]3[CH:16]=[CH:15][C:14]([C:17]([NH:23][C:22]4[CH:24]=[C:25]([CH3:28])[CH:26]=[CH:27][C:21]=4[F:20])=[O:19])=[CH:13][C:11]=3[CH:12]=2)=[CH:6][CH:5]=[CH:4][N:3]=1. (8) Given the reactants C[Si]([N-][Si](C)(C)C)(C)C.[Li+].[CH3:11][C:12]([CH3:17])([CH3:16])[C:13](=[O:15])[CH3:14].[N:18]([CH:21]1[CH:28]2[CH2:29][CH:24]3[CH2:25][CH:26]([CH2:30][CH:22]1[CH2:23]3)[CH2:27]2)=[C:19]=[O:20].Cl.C12CC3CC(CC(C3)C1N)C2.[NH4+].[Cl-], predict the reaction product. The product is: [CH:28]12[CH2:29][CH:24]3[CH2:25][CH:26]([CH2:30][CH:22]([CH2:23]3)[CH:21]1[NH:18][C:19](=[O:20])[CH2:14][C:13](=[O:15])[C:12]([CH3:17])([CH3:16])[CH3:11])[CH2:27]2.